The task is: Regression. Given a peptide amino acid sequence and an MHC pseudo amino acid sequence, predict their binding affinity value. This is MHC class II binding data.. This data is from Peptide-MHC class II binding affinity with 134,281 pairs from IEDB. The peptide sequence is MLWHAMPPELNTARL. The binding affinity (normalized) is 0.222. The MHC is HLA-DPA10103-DPB10201 with pseudo-sequence HLA-DPA10103-DPB10201.